From a dataset of Full USPTO retrosynthesis dataset with 1.9M reactions from patents (1976-2016). Predict the reactants needed to synthesize the given product. Given the product [Cl:1][C:2]1[CH:3]=[C:4]([CH:26]=[C:27]([O:29][CH2:31][CH2:32][Cl:33])[CH:28]=1)[CH2:5][NH:6]/[C:7](/[NH2:25])=[N:8]/[C:9]([C:11]1[C:12]([C:17]2[CH:18]=[CH:19][C:20]([O:23][CH3:24])=[CH:21][CH:22]=2)=[N:13][O:14][C:15]=1[CH3:16])=[O:10], predict the reactants needed to synthesize it. The reactants are: [Cl:1][C:2]1[CH:3]=[C:4]([CH:26]=[C:27]([OH:29])[CH:28]=1)[CH2:5][NH:6][C:7]([NH2:25])=[N:8][C:9]([C:11]1[C:12]([C:17]2[CH:22]=[CH:21][C:20]([O:23][CH3:24])=[CH:19][CH:18]=2)=[N:13][O:14][C:15]=1[CH3:16])=[O:10].Br[CH2:31][CH2:32][Cl:33].C(=O)([O-])[O-].[Cs+].[Cs+].[I-].[K+].